This data is from Forward reaction prediction with 1.9M reactions from USPTO patents (1976-2016). The task is: Predict the product of the given reaction. (1) Given the reactants [C:1]([O:5][C@@H:6]([C:12]1[C:36]([CH3:37])=[CH:35][C:15]2[N:16]=[C:17]([C:19]3[N:20]=[C:21]([C:25]4[CH:26]=[C:27]5[C:31](=[CH:32][CH:33]=4)[N:30]([CH3:34])[N:29]=[CH:28]5)[N:22]([CH3:24])[CH:23]=3)[S:18][C:14]=2[C:13]=1[C:38]1[CH:43]=[CH:42][C:41]([Cl:44])=[CH:40][CH:39]=1)[C:7]([O:9]CC)=[O:8])([CH3:4])([CH3:3])[CH3:2].[OH-].[Na+], predict the reaction product. The product is: [C:1]([O:5][C@@H:6]([C:12]1[C:36]([CH3:37])=[CH:35][C:15]2[N:16]=[C:17]([C:19]3[N:20]=[C:21]([C:25]4[CH:26]=[C:27]5[C:31](=[CH:32][CH:33]=4)[N:30]([CH3:34])[N:29]=[CH:28]5)[N:22]([CH3:24])[CH:23]=3)[S:18][C:14]=2[C:13]=1[C:38]1[CH:39]=[CH:40][C:41]([Cl:44])=[CH:42][CH:43]=1)[C:7]([OH:9])=[O:8])([CH3:4])([CH3:2])[CH3:3]. (2) Given the reactants [F:1][C:2]([F:25])([F:24])[C:3]1[CH:4]=[C:5]([N:9]=[C:10]=[N:11][C:12]2[CH:17]=[CH:16][N:15]=[CH:14][C:13]=2/[CH:18]=[CH:19]/[C:20]([O:22][CH3:23])=[O:21])[CH:6]=[CH:7][CH:8]=1.[F:26][C:27]1[CH:32]=[CH:31][C:30]([N:33]2[CH2:38][CH2:37][NH:36][CH2:35][CH2:34]2)=[CH:29][CH:28]=1, predict the reaction product. The product is: [F:26][C:27]1[CH:28]=[CH:29][C:30]([N:33]2[CH2:38][CH2:37][N:36]([C:10]3[N:9]([C:5]4[CH:6]=[CH:7][CH:8]=[C:3]([C:2]([F:24])([F:1])[F:25])[CH:4]=4)[CH:18]([CH2:19][C:20]([O:22][CH3:23])=[O:21])[C:13]4[CH:14]=[N:15][CH:16]=[CH:17][C:12]=4[N:11]=3)[CH2:35][CH2:34]2)=[CH:31][CH:32]=1. (3) Given the reactants C(OC(=O)COC1C=CC(Cl)=CC=1C#CC1C=CC=C(S(CCC)(=O)=O)C=1)(C)(C)C.[C:31]([O:35][C:36](=[O:48])[CH2:37][O:38][C:39]1[CH:44]=[CH:43][C:42]([Cl:45])=[CH:41][C:40]=1[C:46]#[CH:47])([CH3:34])([CH3:33])[CH3:32].Br[C:50]1[CH:51]=[C:52]([S:57]([N:60]2[CH2:63][CH2:62][CH2:61]2)(=[O:59])=[O:58])[CH:53]=[CH:54][C:55]=1[CH3:56], predict the reaction product. The product is: [C:31]([O:35][C:36](=[O:48])[CH2:37][O:38][C:39]1[CH:44]=[CH:43][C:42]([Cl:45])=[CH:41][C:40]=1[C:46]#[C:47][C:50]1[CH:51]=[C:52]([S:57]([N:60]2[CH2:63][CH2:62][CH2:61]2)(=[O:58])=[O:59])[CH:53]=[CH:54][C:55]=1[CH3:56])([CH3:34])([CH3:33])[CH3:32]. (4) Given the reactants [Cl:1][C:2]1[CH:8]=[C:7]([N+:9]([O-:11])=[O:10])[CH:6]=[CH:5][C:3]=1[NH2:4].C(O)(=O)CC.N(OS(=O)(=O)O)=O.[CH:24]([O:26][C:27](=[O:40])[CH:28]([CH3:39])[CH2:29][N:30]([CH2:37][CH3:38])[C:31]1[CH:36]=[CH:35][CH:34]=[CH:33][CH:32]=1)=[CH2:25].S(=O)(=O)(O)[NH2:42], predict the reaction product. The product is: [CH:24]([O:26][C:27](=[O:40])[CH:28]([CH3:39])[CH2:29][N:30]([C:31]1[CH:36]=[CH:35][C:34]([N:42]=[N:4][C:3]2[CH:5]=[CH:6][C:7]([N+:9]([O-:11])=[O:10])=[CH:8][C:2]=2[Cl:1])=[CH:33][CH:32]=1)[CH2:37][CH3:38])=[CH2:25]. (5) Given the reactants [NH2:1][C:2]1[CH:18]=[CH:17][C:5]2[N:6]([CH2:12][CH2:13][CH:14]([CH3:16])[CH3:15])[C:7](=[O:11])O[C:9](=[O:10])[C:4]=2[CH:3]=1.C(OC(=O)[CH2:23][C:24]1[NH:29][C:28]2[CH:30]=[CH:31][C:32]([O:34][CH3:35])=[CH:33][C:27]=2[S:26](=[O:37])(=[O:36])[N:25]=1)C, predict the reaction product. The product is: [NH2:1][C:2]1[CH:3]=[C:4]2[C:5](=[CH:17][CH:18]=1)[N:6]([CH2:12][CH2:13][CH:14]([CH3:16])[CH3:15])[C:7](=[O:11])[C:23]([C:24]1[NH:25][S:26](=[O:37])(=[O:36])[C:27]3[CH:33]=[C:32]([O:34][CH3:35])[CH:31]=[CH:30][C:28]=3[N:29]=1)=[C:9]2[OH:10].